This data is from Forward reaction prediction with 1.9M reactions from USPTO patents (1976-2016). The task is: Predict the product of the given reaction. (1) Given the reactants C(O[C:9](=[O:35])[C@@H:10]([NH:27][C:28]([O:30][C:31]([CH3:34])([CH3:33])[CH3:32])=[O:29])[CH2:11][C:12]1[C:20]2[C:15](=[CH:16][CH:17]=[CH:18][CH:19]=2)[N:14]([CH2:21][CH2:22][CH2:23][CH2:24][CH2:25][CH3:26])[CH:13]=1)C1C=CC=CC=1.CCN=C=NCCCN(C)C.Cl.[C:48]([O:67][NH2:68])(C1C=CC=CC=1)(C1C=CC=CC=1)[C:49]1[CH:54]=[CH:53][CH:52]=[CH:51][CH:50]=1, predict the reaction product. The product is: [C:31]([O:30][C:28]([NH:27][C@@H:10]([CH2:11][C:12]1[C:20]2[C:15](=[CH:16][CH:17]=[CH:18][CH:19]=2)[N:14]([CH2:21][CH2:22][CH2:23][CH2:24][CH2:25][CH3:26])[CH:13]=1)[C:9]([NH:68][O:67][CH2:48][C:49]1[CH:54]=[CH:53][CH:52]=[CH:51][CH:50]=1)=[O:35])=[O:29])([CH3:32])([CH3:34])[CH3:33]. (2) Given the reactants [CH:1](NC(C)C)(C)C.C([Li])CCC.[CH2:13]([O:15][C:16](=[O:23])[CH2:17][CH:18]1[CH2:22][CH2:21][O:20][CH2:19]1)[CH3:14].CI, predict the reaction product. The product is: [CH2:13]([O:15][C:16](=[O:23])[CH:17]([CH:18]1[CH2:22][CH2:21][O:20][CH2:19]1)[CH3:1])[CH3:14]. (3) Given the reactants [C:1]1([CH2:7][CH2:8][CH2:9][CH:10]([NH:20][C:21]([CH:23]2[CH2:28][CH2:27][N:26]([C:29]([CH:31]3[CH2:36][CH2:35][CH2:34][CH2:33][NH:32]3)=[O:30])[CH2:25][CH2:24]2)=[O:22])[CH2:11][CH2:12][CH2:13][C:14]2[CH:19]=[CH:18][CH:17]=[CH:16][CH:15]=2)[CH:6]=[CH:5][CH:4]=[CH:3][CH:2]=1.[O:37]1[CH2:39][C@@H:38]1[CH2:40][O:41][C:42]1[CH:51]=[CH:50][CH:49]=[C:48]2[C:43]=1[CH:44]=[CH:45][CH:46]=[N:47]2, predict the reaction product. The product is: [C:1]1([CH2:7][CH2:8][CH2:9][CH:10]([NH:20][C:21]([CH:23]2[CH2:28][CH2:27][N:26]([C:29]([CH:31]3[CH2:36][CH2:35][CH2:34][CH2:33][N:32]3[CH2:39][C@@H:38]([OH:37])[CH2:40][O:41][C:42]3[CH:51]=[CH:50][CH:49]=[C:48]4[C:43]=3[CH:44]=[CH:45][CH:46]=[N:47]4)=[O:30])[CH2:25][CH2:24]2)=[O:22])[CH2:11][CH2:12][CH2:13][C:14]2[CH:15]=[CH:16][CH:17]=[CH:18][CH:19]=2)[CH:2]=[CH:3][CH:4]=[CH:5][CH:6]=1. (4) The product is: [S:1]1[C:5]2[CH:6]=[CH:7][CH:8]=[CH:9][C:4]=2[N:3]=[C:2]1[C:10]([C:12]1[CH:17]=[CH:16][C:15]([O:18][C:19]2[C:24]([N:26]3[CH2:31][CH2:30][O:29][CH2:28][CH2:27]3)=[N:23][CH:22]=[CH:21][N:20]=2)=[CH:14][CH:13]=1)=[O:11]. Given the reactants [S:1]1[C:5]2[CH:6]=[CH:7][CH:8]=[CH:9][C:4]=2[N:3]=[C:2]1[C:10]([C:12]1[CH:17]=[CH:16][C:15]([O:18][C:19]2[C:24](Cl)=[N:23][CH:22]=[CH:21][N:20]=2)=[CH:14][CH:13]=1)=[O:11].[NH:26]1[CH2:31][CH2:30][O:29][CH2:28][CH2:27]1, predict the reaction product. (5) Given the reactants CCO[C:4]([C@@H:6]1[CH2:10][C@@H:9](O)[CH2:8][N:7]1[C:12]([O:14][C:15]([CH3:18])([CH3:17])[CH3:16])=[O:13])=[O:5].N1C=CN=C1.[CH3:24][C:25]([Si:28](Cl)([C:35]1[CH:40]=[CH:39][CH:38]=[CH:37][CH:36]=1)[C:29]1[CH:34]=[CH:33][CH:32]=[CH:31][CH:30]=1)([CH3:27])[CH3:26].CN(C=[O:46])C, predict the reaction product. The product is: [C:15]([O:14][C:12]([N:7]1[CH2:8][C@H:9]([Si:28]([C:25]([CH3:27])([CH3:26])[CH3:24])([C:35]2[CH:40]=[CH:39][CH:38]=[CH:37][CH:36]=2)[C:29]2[CH:34]=[CH:33][CH:32]=[CH:31][CH:30]=2)[CH2:10][C@:6]1([OH:46])[CH2:4][OH:5])=[O:13])([CH3:16])([CH3:17])[CH3:18]. (6) Given the reactants [C:1]([C:3]1[C:4]([C:19]2[CH:24]=[CH:23][C:22]([Cl:25])=[CH:21][C:20]=2[Cl:26])=[C:5]([C:16]([OH:18])=O)[S:6][C:7]=1[N:8]1[CH2:13][CH2:12][O:11][CH:10]([CH2:14][F:15])[CH2:9]1)#[N:2].[OH-].[NH4+].CC[N:31]=C=NCCCN(C)C, predict the reaction product. The product is: [C:1]([C:3]1[C:4]([C:19]2[CH:24]=[CH:23][C:22]([Cl:25])=[CH:21][C:20]=2[Cl:26])=[C:5]([C:16]([NH2:31])=[O:18])[S:6][C:7]=1[N:8]1[CH2:13][CH2:12][O:11][CH:10]([CH2:14][F:15])[CH2:9]1)#[N:2]. (7) The product is: [Br:1][C:2]1[C:3]([N:12]2[CH2:17][CH2:16][N:15]([CH:18]([C:20]3[CH:25]=[CH:24][CH:23]=[CH:22][CH:21]=3)[CH3:19])[CH2:14][CH2:13]2)=[C:4]2[N:9]=[C:37]([C:36]3[CH:35]=[CH:34][C:33]([CH2:32][N:26]4[CH2:31][CH2:30][O:29][CH2:28][CH2:27]4)=[CH:40][CH:39]=3)[NH:8][C:5]2=[N:6][CH:7]=1. Given the reactants [Br:1][C:2]1[C:3]([N:12]2[CH2:17][CH2:16][N:15]([CH:18]([C:20]3[CH:25]=[CH:24][CH:23]=[CH:22][CH:21]=3)[CH3:19])[CH2:14][CH2:13]2)=[C:4]([N+:9]([O-])=O)[C:5]([NH2:8])=[N:6][CH:7]=1.[N:26]1([CH2:32][C:33]2[CH:40]=[CH:39][C:36]([CH:37]=O)=[CH:35][CH:34]=2)[CH2:31][CH2:30][O:29][CH2:28][CH2:27]1.[O-]S(S([O-])=O)=O.[Na+].[Na+], predict the reaction product.